Dataset: Reaction yield outcomes from USPTO patents with 853,638 reactions. Task: Predict the reaction yield, written as a fraction of the theoretical maximum amount of product (1.0 means a 100% yield; for example, 0.34 means a 34% yield). (1) The reactants are O.[O:2]=[CH:3][C@@H:4]([C@H:6]([C@@H:8]([C@@H:10]([CH2:12][OH:13])[OH:11])[OH:9])[OH:7])[OH:5].[C:14]([O-:26])(=[O:25])[CH2:15][C:16]([CH2:21][C:22]([O-:24])=[O:23])([C:18]([O-:20])=[O:19])[OH:17].[NH4+:27].[NH4+].[NH4+]. No catalyst specified. The product is [C:14]([O-:26])(=[O:25])[CH2:15][C:16]([CH2:21][C:22]([O-:24])=[O:23])([C:18]([O-:20])=[O:19])[OH:17].[NH4+:27].[NH4+:27].[NH4+:27].[O:2]=[CH:3][C@@H:4]([C@H:6]([C@@H:8]([C@@H:10]([CH2:12][OH:13])[OH:11])[OH:9])[OH:7])[OH:5]. The yield is 0.150. (2) The reactants are [CH3:1][O:2][C:3]1[CH:4]=[CH:5][C:6]([NH:11][C:12]2[C:13]3[N:14]([CH:39]=[CH:40][N:41]=3)[N:15]=[C:16]([N:18]3[CH2:22][CH2:21][CH:20]([C:23]([NH:25][C:26]4[CH:38]=[CH:37][C:29]([C:30]([O:32]C(C)(C)C)=[O:31])=[CH:28][CH:27]=4)=[O:24])[CH2:19]3)[CH:17]=2)=[N:7][C:8]=1[O:9][CH3:10].C(O)(C(F)(F)F)=O. The catalyst is ClCCl. The product is [CH3:1][O:2][C:3]1[CH:4]=[CH:5][C:6]([NH:11][C:12]2[C:13]3[N:14]([CH:39]=[CH:40][N:41]=3)[N:15]=[C:16]([N:18]3[CH2:22][CH2:21][CH:20]([C:23]([NH:25][C:26]4[CH:38]=[CH:37][C:29]([C:30]([OH:32])=[O:31])=[CH:28][CH:27]=4)=[O:24])[CH2:19]3)[CH:17]=2)=[N:7][C:8]=1[O:9][CH3:10]. The yield is 0.0400. (3) The reactants are [Cl:1][C:2]1[C:3]([S:8][CH2:9][C:10]([OH:12])=O)=[N:4][CH:5]=[CH:6][CH:7]=1.[CH3:13][C:14]1[CH:15]=[CH:16][CH:17]=[C:18]2[C:23]=1[NH:22][CH2:21][CH2:20][CH2:19]2.CCN=C=NCCCN(C)C. The catalyst is C1COCC1.CN(C1C=CN=CC=1)C.C(Cl)Cl. The product is [Cl:1][C:2]1[C:3]([S:8][CH2:9][C:10]([N:22]2[C:23]3[C:18](=[CH:17][CH:16]=[CH:15][C:14]=3[CH3:13])[CH2:19][CH2:20][CH2:21]2)=[O:12])=[N:4][CH:5]=[CH:6][CH:7]=1. The yield is 0.330. (4) The reactants are [Br:1][C:2]1[C:3]([F:17])=[CH:4][C:5]([N+:14]([O-])=O)=[C:6]([CH2:8][C:9](OCC)=[O:10])[CH:7]=1. The catalyst is [Fe].CC(O)=O. The product is [Br:1][C:2]1[CH:7]=[C:6]2[C:5](=[CH:4][C:3]=1[F:17])[NH:14][C:9](=[O:10])[CH2:8]2. The yield is 0.870. (5) The reactants are [Cl:1][C:2]1[CH:3]=[CH:4][C:5]([CH2:9][CH:10]([O:13][CH3:14])[O:11][CH3:12])=[C:6]([NH2:8])[CH:7]=1.[C:15]([O:19][C:20]([N:22]1[CH2:27][CH2:26][C:25](=O)[CH2:24][CH2:23]1)=[O:21])([CH3:18])([CH3:17])[CH3:16].C(O[BH-](OC(=O)C)OC(=O)C)(=O)C.[Na+]. The catalyst is C(O)(=O)C. The product is [C:15]([O:19][C:20]([N:22]1[CH2:27][CH2:26][CH:25]([NH:8][C:6]2[CH:7]=[C:2]([Cl:1])[CH:3]=[CH:4][C:5]=2[CH2:9][CH:10]([O:13][CH3:14])[O:11][CH3:12])[CH2:24][CH2:23]1)=[O:21])([CH3:18])([CH3:16])[CH3:17]. The yield is 0.710. (6) The reactants are C(=O)([O-])[O-].[K+].[K+].[OH:7][C:8]1[CH:13]=[CH:12][C:11]([CH2:14][CH2:15][CH2:16][OH:17])=[CH:10][CH:9]=1.Cl[C:19]1[CH:27]=[CH:26][C:22]([C:23]([NH2:25])=[O:24])=[CH:21][N:20]=1.CC(N(C)C)=O. The catalyst is [OH-].[Na+].C(CC(C)(C)C)(C)C. The product is [OH:17][CH2:16][CH2:15][CH2:14][C:11]1[CH:10]=[CH:9][C:8]([O:7][C:19]2[CH:27]=[CH:26][C:22]([C:23]([NH2:25])=[O:24])=[CH:21][N:20]=2)=[CH:13][CH:12]=1. The yield is 0.870.